Dataset: Full USPTO retrosynthesis dataset with 1.9M reactions from patents (1976-2016). Task: Predict the reactants needed to synthesize the given product. (1) The reactants are: [CH3:1][O:2][CH2:3][O:4][C:5]1[CH:10]=[CH:9][CH:8]=[CH:7][CH:6]=1.[C:11]1([S:17]([C:19]2[CH:24]=[CH:23][CH:22]=[CH:21][CH:20]=2)=O)[CH:16]=[CH:15][CH:14]=[CH:13][CH:12]=1.C(=O)=O.CC(C)=O.[F:32][C:33]([F:46])([F:45])[S:34]([O:37]S(C(F)(F)F)(=O)=O)(=[O:36])=[O:35]. Given the product [F:32][C:33]([F:46])([F:45])[S:34]([O-:37])(=[O:36])=[O:35].[C:19]1([S+:17]([C:11]2[CH:12]=[CH:13][CH:14]=[CH:15][CH:16]=2)[C:8]2[CH:9]=[CH:10][C:5]([O:4][CH2:3][O:2][CH3:1])=[CH:6][CH:7]=2)[CH:20]=[CH:21][CH:22]=[CH:23][CH:24]=1, predict the reactants needed to synthesize it. (2) Given the product [Cl:11][C:10]1[N:9]=[C:16]([Cl:17])[N:15]=[C:13]([O:6][C@H:4]([CH3:5])[CH2:3][O:2][CH3:1])[N:12]=1, predict the reactants needed to synthesize it. The reactants are: [CH3:1][O:2][CH2:3][C@H:4]([OH:6])[CH3:5].[H-].[Na+].[N:9]1[C:16]([Cl:17])=[N:15][C:13](Cl)=[N:12][C:10]=1[Cl:11].O. (3) Given the product [C:6]([C:8]1[C:9]([NH:19][C:20](=[O:25])[C:21]([F:24])([F:23])[F:22])=[C:10]([O:17][CH3:18])[C:11]([F:16])=[C:12]([C:26]2[CH:31]=[CH:30][CH:29]=[CH:28][CH:27]=2)[C:13]=1[CH3:14])#[N:7], predict the reactants needed to synthesize it. The reactants are: CN(C)C=O.[C:6]([C:8]1[C:13]([CH3:14])=[C:12](I)[C:11]([F:16])=[C:10]([O:17][CH3:18])[C:9]=1[NH:19][C:20](=[O:25])[C:21]([F:24])([F:23])[F:22])#[N:7].[C:26]1(B(O)O)[CH:31]=[CH:30][CH:29]=[CH:28][CH:27]=1.O. (4) Given the product [OH:41][C@H:42](/[CH:55]=[CH:56]/[CH2:57][CH2:58][S:59][C:60]([C:73]1[CH:78]=[CH:77][CH:76]=[CH:75][CH:74]=1)([C:61]1[CH:62]=[CH:63][CH:64]=[CH:65][CH:66]=1)[C:67]1[CH:68]=[CH:69][CH:70]=[CH:71][CH:72]=1)[CH2:43][C:44]([NH:1][CH2:2][C:3]1[N:8]=[C:7]([CH2:9][N:10]([CH2:21][C:22]2[C:31]3[C:26](=[CH:27][CH:28]=[CH:29][CH:30]=3)[CH:25]=[CH:24][CH:23]=2)[CH2:11][C:12]([O:14][CH2:15][CH2:16][Si:17]([CH3:20])([CH3:18])[CH3:19])=[O:13])[CH:6]=[CH:5][CH:4]=1)=[O:45], predict the reactants needed to synthesize it. The reactants are: [NH2:1][CH2:2][C:3]1[N:8]=[C:7]([CH2:9][N:10]([CH2:21][C:22]2[C:31]3[C:26](=[CH:27][CH:28]=[CH:29][CH:30]=3)[CH:25]=[CH:24][CH:23]=2)[CH2:11][C:12]([O:14][CH2:15][CH2:16][Si:17]([CH3:20])([CH3:19])[CH3:18])=[O:13])[CH:6]=[CH:5][CH:4]=1.CCN(C(C)C)C(C)C.[OH:41][C@H:42](/[CH:55]=[CH:56]/[CH2:57][CH2:58][S:59][C:60]([C:73]1[CH:78]=[CH:77][CH:76]=[CH:75][CH:74]=1)([C:67]1[CH:72]=[CH:71][CH:70]=[CH:69][CH:68]=1)[C:61]1[CH:66]=[CH:65][CH:64]=[CH:63][CH:62]=1)[CH2:43][C:44](N1[C@H](C(C)C)CSC1=S)=[O:45]. (5) Given the product [CH:4]1([C:7]2[N:12]=[C:11]([C:13]3[N:17]([CH2:26][CH2:25][CH:23]=[O:24])[C:16](=[O:18])[O:15][N:14]=3)[CH:10]=[C:9]([C:19]([F:20])([F:22])[F:21])[N:8]=2)[CH2:5][CH2:6]1, predict the reactants needed to synthesize it. The reactants are: C(O)C.[CH:4]1([C:7]2[N:12]=[C:11]([C:13]3[NH:14][O:15][C:16](=[O:18])[N:17]=3)[CH:10]=[C:9]([C:19]([F:22])([F:21])[F:20])[N:8]=2)[CH2:6][CH2:5]1.[CH:23]([CH:25]=[CH2:26])=[O:24]. (6) Given the product [C:11]([C:15]1[CH:20]=[CH:19][C:18]([NH:10][C:8]2[CH:7]=[CH:6][C:5]3[O:1][CH2:2][CH2:3][C:4]=3[CH:9]=2)=[CH:17][CH:16]=1)([CH3:14])([CH3:13])[CH3:12], predict the reactants needed to synthesize it. The reactants are: [O:1]1[C:5]2[CH:6]=[CH:7][C:8]([NH2:10])=[CH:9][C:4]=2[CH2:3][CH2:2]1.[C:11]([C:15]1[CH:20]=[CH:19][C:18](Br)=[CH:17][CH:16]=1)([CH3:14])([CH3:13])[CH3:12].CC(C)([O-])C.[Na+].